This data is from Full USPTO retrosynthesis dataset with 1.9M reactions from patents (1976-2016). The task is: Predict the reactants needed to synthesize the given product. Given the product [Cl:23][C:20]1[CH:19]=[CH:18][C:17]([C:13]2[C:12]([CH2:11][O:10][C:7]3[CH:8]=[CH:9][C:4]([C:3]([NH:28][CH:25]([CH3:27])[CH3:26])=[O:24])=[CH:5][N:6]=3)=[CH:16][O:15][N:14]=2)=[CH:22][CH:21]=1, predict the reactants needed to synthesize it. The reactants are: CO[C:3](=[O:24])[C:4]1[CH:9]=[CH:8][C:7]([O:10][CH2:11][C:12]2[C:13]([C:17]3[CH:22]=[CH:21][C:20]([Cl:23])=[CH:19][CH:18]=3)=[N:14][O:15][CH:16]=2)=[N:6][CH:5]=1.[CH:25]([NH2:28])([CH3:27])[CH3:26].